From a dataset of Full USPTO retrosynthesis dataset with 1.9M reactions from patents (1976-2016). Predict the reactants needed to synthesize the given product. (1) Given the product [OH:20][CH2:19][CH2:18][N:9]1[CH:6]2[CH2:7][CH2:8][CH:2]1[CH2:3][CH:4]([OH:10])[CH2:5]2, predict the reactants needed to synthesize it. The reactants are: Cl.[CH:2]12[NH:9][CH:6]([CH2:7][CH2:8]1)[CH2:5][CH:4]([OH:10])[CH2:3]2.C(=O)([O-])[O-].[Na+].[Na+].Br[CH2:18][CH2:19][OH:20]. (2) The reactants are: [OH:1][CH:2]1[CH2:6][CH2:5][N:4]([C:7]2[CH:8]=[CH:9][C:10]([C:13]#[N:14])=[N:11][CH:12]=2)[CH2:3]1.[OH:15][Li].O. Given the product [OH:1][CH:2]1[CH2:6][CH2:5][N:4]([C:7]2[CH:8]=[CH:9][C:10]([C:13]([NH2:14])=[O:15])=[N:11][CH:12]=2)[CH2:3]1, predict the reactants needed to synthesize it. (3) Given the product [F:17][C:2]([F:1])([S:13]([O-:16])(=[O:15])=[O:14])[C:3]([F:11])([F:12])[C:4]([F:10])([F:9])[C:5]([F:8])([F:7])[F:6].[CH:60]([O:62][CH2:63][CH2:64][O:18][C:19]1[CH:24]=[CH:23][C:22]([S+:25]([C:36]2[CH:37]=[CH:38][C:39]([C:42]([CH3:45])([CH3:44])[CH3:43])=[CH:40][CH:41]=2)[C:26]2[CH:31]=[CH:30][C:29]([C:32]([CH3:35])([CH3:34])[CH3:33])=[CH:28][CH:27]=2)=[CH:21][CH:20]=1)=[CH2:61], predict the reactants needed to synthesize it. The reactants are: [F:1][C:2]([F:17])([S:13]([O-:16])(=[O:15])=[O:14])[C:3]([F:12])([F:11])[C:4]([F:10])([F:9])[C:5]([F:8])([F:7])[F:6].[OH:18][C:19]1[CH:24]=[CH:23][C:22]([S+:25]([C:36]2[CH:41]=[CH:40][C:39]([C:42]([CH3:45])([CH3:44])[CH3:43])=[CH:38][CH:37]=2)[C:26]2[CH:31]=[CH:30][C:29]([C:32]([CH3:35])([CH3:34])[CH3:33])=[CH:28][CH:27]=2)=[CH:21][CH:20]=1.C(=O)([O-])[O-].[K+].[K+].CN(C)CCN(C)C.[CH:60]([O:62][CH2:63][CH2:64]Cl)=[CH2:61]. (4) Given the product [F:1][C:2]1[CH:3]=[C:4]2[C:9](=[C:10]([O:12][Si:25]([CH:32]([CH3:34])[CH3:33])([CH:29]([CH3:31])[CH3:30])[CH:26]([CH3:28])[CH3:27])[CH:11]=1)[N:8]=[C:7]([CH3:13])[CH:6]=[CH:5]2, predict the reactants needed to synthesize it. The reactants are: [F:1][C:2]1[CH:3]=[C:4]2[C:9](=[C:10]([OH:12])[CH:11]=1)[N:8]=[C:7]([CH3:13])[CH:6]=[CH:5]2.N1C=CN=C1.FC(F)(F)S(O[Si:25]([CH:32]([CH3:34])[CH3:33])([CH:29]([CH3:31])[CH3:30])[CH:26]([CH3:28])[CH3:27])(=O)=O. (5) Given the product [F:12][C:8]1[CH:9]=[C:10]([CH3:11])[C:2]([B:13]2[O:17][C:16]([CH3:19])([CH3:18])[C:15]([CH3:21])([CH3:20])[O:14]2)=[C:3]2[C:7]=1[NH:6][CH:5]=[CH:4]2, predict the reactants needed to synthesize it. The reactants are: Br[C:2]1[C:10]([CH3:11])=[CH:9][C:8]([F:12])=[C:7]2[C:3]=1[CH:4]=[CH:5][NH:6]2.[B:13]1([B:13]2[O:17][C:16]([CH3:19])([CH3:18])[C:15]([CH3:21])([CH3:20])[O:14]2)[O:17][C:16]([CH3:19])([CH3:18])[C:15]([CH3:21])([CH3:20])[O:14]1.CC([O-])=O.[K+]. (6) Given the product [Cl:1][C:2]1[N:3]=[CH:4][N:5]=[C:6]([O:8][C:9]2[C:14]([CH3:15])=[CH:13][C:12]([NH2:16])=[CH:11][C:10]=2[CH3:19])[CH:7]=1, predict the reactants needed to synthesize it. The reactants are: [Cl:1][C:2]1[CH:7]=[C:6]([O:8][C:9]2[C:14]([CH3:15])=[CH:13][C:12]([N+:16]([O-])=O)=[CH:11][C:10]=2[CH3:19])[N:5]=[CH:4][N:3]=1.[Cl-].[NH4+]. (7) Given the product [N:1]1[C:10]2[C:5](=[CH:6][C:7]([C:11]([NH2:14])=[O:12])=[CH:8][CH:9]=2)[CH:4]=[CH:3][CH:2]=1, predict the reactants needed to synthesize it. The reactants are: [N:1]1[C:10]2[C:5](=[CH:6][C:7]([C:11](Cl)=[O:12])=[CH:8][CH:9]=2)[CH:4]=[CH:3][CH:2]=1.[NH3:14]. (8) Given the product [OH:21][C:20]1[C:15]([C@H:14]([CH3:13])[CH2:24][C:25]([O:27][CH3:28])=[O:26])=[C:16]([OH:17])[N:7]=[CH:5][N:6]=1, predict the reactants needed to synthesize it. The reactants are: C(O)(=O)C.[CH:5]([NH2:7])=[NH:6].C[O-].[Na+].CO.[CH3:13][C@H:14]([CH2:24][C:25]([O:27][CH3:28])=[O:26])[CH:15]([C:20](OC)=[O:21])[C:16](OC)=[O:17].Cl.